Predict the reaction yield, written as a fraction of the theoretical maximum amount of product (1.0 means a 100% yield; for example, 0.34 means a 34% yield). From a dataset of Reaction yield outcomes from USPTO patents with 853,638 reactions. (1) The reactants are [I:1][C:2]1[C:6]([C:7]([O:9]CC)=[O:8])=[CH:5][N:4]([CH:12]2[CH2:17][CH2:16][CH2:15][CH2:14][O:13]2)[N:3]=1.[Li+].[OH-]. The catalyst is C1COCC1.CO.O. The product is [I:1][C:2]1[C:6]([C:7]([OH:9])=[O:8])=[CH:5][N:4]([CH:12]2[CH2:17][CH2:16][CH2:15][CH2:14][O:13]2)[N:3]=1. The yield is 0.960. (2) The product is [Br:1][C:2]1[CH:7]=[N:6][C:5]([CH3:8])=[C:4]2[NH:9][CH:12]=[CH:13][C:3]=12. The yield is 0.300. The reactants are [Br:1][C:2]1[CH:3]=[C:4]([N+:9]([O-])=O)[C:5]([CH3:8])=[N:6][CH:7]=1.[CH:12]([Mg]Br)=[CH2:13]. The catalyst is C1COCC1. (3) The reactants are Br[C:2]1[C:3]([CH3:22])=[C:4]([CH3:21])[C:5]2[O:9][CH2:8][CH:7]([C:10]3[CH:15]=[CH:14][C:13]([CH:16]([CH3:18])[CH3:17])=[CH:12][CH:11]=3)[C:6]=2[C:19]=1[CH3:20].[CH2:23]([NH2:30])[C:24]1[CH:29]=[CH:28][CH:27]=[CH:26][CH:25]=1.CC(C)([O-])C.[Na+].O. The catalyst is C1(C)C=CC=CC=1.C([O-])(=O)C.[Pd+2].C([O-])(=O)C.C1C=CC(P(C2C(C3C(P(C4C=CC=CC=4)C4C=CC=CC=4)=CC=C4C=3C=CC=C4)=C3C(C=CC=C3)=CC=2)C2C=CC=CC=2)=CC=1. The product is [CH2:23]([NH:30][C:2]1[C:3]([CH3:22])=[C:4]([CH3:21])[C:5]2[O:9][CH2:8][CH:7]([C:10]3[CH:15]=[CH:14][C:13]([CH:16]([CH3:18])[CH3:17])=[CH:12][CH:11]=3)[C:6]=2[C:19]=1[CH3:20])[C:24]1[CH:29]=[CH:28][CH:27]=[CH:26][CH:25]=1. The yield is 0.910. (4) The product is [CH3:15][C:14]1([CH3:16])[O:8][C:7]2[CH:6]=[CH:5][C:4]([CH2:9][C:10]#[N:11])=[CH:3][C:2]=2[O:1]1. The yield is 0.200. The catalyst is C1(C)C=CC=CC=1. The reactants are [OH:1][C:2]1[CH:3]=[C:4]([CH2:9][C:10]#[N:11])[CH:5]=[CH:6][C:7]=1[OH:8].CO[C:14](OC)([CH3:16])[CH3:15].CC1C=CC(S(O)(=O)=O)=CC=1. (5) The reactants are [CH3:1][N:2]1[CH2:7][CH2:6][NH:5][CH2:4][CH2:3]1.C(N(CC)CC)C.Cl[C:16]1[C:21]([CH:22]([CH2:27][CH2:28][CH3:29])[C:23]([O:25][CH3:26])=[O:24])=[C:20]([CH3:30])[N:19]=[C:18]([C:31]2[CH:36]=[CH:35][CH:34]=[CH:33][CH:32]=2)[N:17]=1. The catalyst is O1CCCC1.C(=O)([O-])O.[Na+]. The product is [CH3:30][C:20]1[C:21]([CH:22]([CH2:27][CH2:28][CH3:29])[C:23]([O:25][CH3:26])=[O:24])=[C:16]([N:5]2[CH2:6][CH2:7][N:2]([CH3:1])[CH2:3][CH2:4]2)[N:17]=[C:18]([C:31]2[CH:36]=[CH:35][CH:34]=[CH:33][CH:32]=2)[N:19]=1. The yield is 0.630.